Dataset: Full USPTO retrosynthesis dataset with 1.9M reactions from patents (1976-2016). Task: Predict the reactants needed to synthesize the given product. (1) Given the product [F:1][C:2]1[CH:7]=[CH:6][C:5]2[CH2:8][CH2:9][N:10]([CH3:11])[CH2:12][C:13](=[O:14])[NH:16][C:4]=2[CH:3]=1, predict the reactants needed to synthesize it. The reactants are: [F:1][C:2]1[CH:7]=[CH:6][C:5]([CH2:8][CH2:9][N:10]([CH2:12][C:13](O)=[O:14])[CH3:11])=[C:4]([N+:16]([O-])=O)[CH:3]=1.[H][H].C1(N=C=NC2CCCCC2)CCCCC1. (2) The reactants are: [Cl:1][C:2]1[CH:7]=[CH:6][C:5]([C:8]([CH3:24])([CH3:23])[CH2:9][O:10][C:11]2[CH:16]=[CH:15][N:14]=[C:13]([NH:17][NH2:18])[C:12]=2[C:19]([F:22])([F:21])[F:20])=[CH:4][CH:3]=1.[F:25][C:26]([F:32])([F:31])[CH2:27][C:28](Cl)=O. Given the product [Cl:1][C:2]1[CH:3]=[CH:4][C:5]([C:8]([CH3:24])([CH3:23])[CH2:9][O:10][C:11]2[CH:16]=[CH:15][N:14]3[C:28]([CH2:27][C:26]([F:32])([F:31])[F:25])=[N:18][N:17]=[C:13]3[C:12]=2[C:19]([F:22])([F:20])[F:21])=[CH:6][CH:7]=1, predict the reactants needed to synthesize it. (3) Given the product [Cl:10][CH2:11][C:12]([NH:9][CH2:8][CH2:7][C:1]1[CH:6]=[CH:5][CH:4]=[CH:3][CH:2]=1)=[O:13], predict the reactants needed to synthesize it. The reactants are: [C:1]1([CH2:7][CH2:8][NH2:9])[CH:6]=[CH:5][CH:4]=[CH:3][CH:2]=1.[Cl:10][CH2:11][C:12](Cl)=[O:13]. (4) Given the product [CH2:1]([N:8]1[C:16]2[C:11](=[CH:12][C:13]([C:17]([O:26][Si:27]([CH2:32][CH3:33])([CH2:28][CH3:29])[CH2:30][CH3:31])([C:18]([F:19])([F:20])[F:21])[C:22]([F:23])([F:24])[F:25])=[CH:14][CH:15]=2)[CH:10]=[C:9]1[CH:34]([OH:35])[CH3:36])[C:2]1[CH:3]=[CH:4][CH:5]=[CH:6][CH:7]=1, predict the reactants needed to synthesize it. The reactants are: [CH2:1]([N:8]1[C:16]2[C:11](=[CH:12][C:13]([C:17]([O:26][Si:27]([CH2:32][CH3:33])([CH2:30][CH3:31])[CH2:28][CH3:29])([C:22]([F:25])([F:24])[F:23])[C:18]([F:21])([F:20])[F:19])=[CH:14][CH:15]=2)[CH:10]=[C:9]1[CH:34]=[O:35])[C:2]1[CH:7]=[CH:6][CH:5]=[CH:4][CH:3]=1.[CH3:36][Mg]Br.[NH4+].[Cl-].CCOCC. (5) Given the product [CH:22]1([CH2:21][O:1][C:2]2[CH:11]=[C:10]3[C:5]([CH2:6][CH2:7][N:8]([C:13]4[CH:14]=[N:15][CH:16]=[CH:17][C:18]=4[CH3:19])[C:9]3=[O:12])=[CH:4][CH:3]=2)[CH2:24][CH2:23]1, predict the reactants needed to synthesize it. The reactants are: [OH:1][C:2]1[CH:11]=[C:10]2[C:5]([CH2:6][CH2:7][N:8]([C:13]3[CH:14]=[N:15][CH:16]=[CH:17][C:18]=3[CH3:19])[C:9]2=[O:12])=[CH:4][CH:3]=1.Br[CH2:21][CH:22]1[CH2:24][CH2:23]1.[H-].[Na+]. (6) Given the product [CH3:23][N:20]1[CH2:19][CH2:18][N:17]([CH2:16][CH2:15][NH:14][C:12]([NH:11][C:9]2[S:10][C:6]3[CH:5]=[C:4]([SH:1])[CH:25]=[CH:24][C:7]=3[N:8]=2)=[O:13])[CH2:22][CH2:21]1, predict the reactants needed to synthesize it. The reactants are: [S:1]([C:4]1[CH:25]=[CH:24][C:7]2[N:8]=[C:9]([NH:11][C:12]([NH:14][CH2:15][CH2:16][N:17]3[CH2:22][CH2:21][N:20]([CH3:23])[CH2:19][CH2:18]3)=[O:13])[S:10][C:6]=2[CH:5]=1)C#N.SCC(C(CS)O)O. (7) Given the product [I:22][C:6]1[CH:20]=[CH:19][C:9]([C:10]([NH:12][CH2:13][CH2:14][C:15]([F:18])([F:17])[F:16])=[O:11])=[CH:8][N:7]=1, predict the reactants needed to synthesize it. The reactants are: C(Cl)(=O)C.Cl[C:6]1[CH:20]=[CH:19][C:9]([C:10]([NH:12][CH2:13][CH2:14][C:15]([F:18])([F:17])[F:16])=[O:11])=[CH:8][N:7]=1.[Na+].[I-:22]. (8) The reactants are: [Br:1][C:2]1[CH:3]=[C:4]([NH:9][C:10](=[O:18])[C:11]2[CH:16]=[CH:15][C:14]([OH:17])=[CH:13][CH:12]=2)[C:5](Cl)=[N:6][CH:7]=1.[CH3:19][O-:20].[Na+]. Given the product [Br:1][C:2]1[CH:3]=[C:4]([NH:9][C:10](=[O:18])[C:11]2[CH:16]=[CH:15][C:14]([OH:17])=[CH:13][CH:12]=2)[C:5]([O:20][CH3:19])=[N:6][CH:7]=1, predict the reactants needed to synthesize it.